Dataset: Reaction yield outcomes from USPTO patents with 853,638 reactions. Task: Predict the reaction yield, written as a fraction of the theoretical maximum amount of product (1.0 means a 100% yield; for example, 0.34 means a 34% yield). (1) The product is [CH3:1][N:2]([CH2:10][C:11]1([CH2:20][CH2:21][N:30]2[C@H:27]3[CH2:28][CH2:29][C@@H:23]2[CH2:24][CH:25]([N:31]2[C:35]4[CH:36]=[CH:37][CH:38]=[CH:39][C:34]=4[N:33]=[C:32]2[CH3:40])[CH2:26]3)[C:19]2[C:14](=[CH:15][CH:16]=[CH:17][CH:18]=2)[CH2:13][CH2:12]1)[C:3](=[O:9])[O:4][C:5]([CH3:8])([CH3:7])[CH3:6]. The yield is 0.700. The catalyst is ClCCCl. The reactants are [CH3:1][N:2]([CH2:10][C:11]1([CH2:20][CH:21]=O)[C:19]2[C:14](=[CH:15][CH:16]=[CH:17][CH:18]=2)[CH2:13][CH2:12]1)[C:3](=[O:9])[O:4][C:5]([CH3:8])([CH3:7])[CH3:6].[C@@H:23]12[NH:30][C@@H:27]([CH2:28][CH2:29]1)[CH2:26][CH:25]([N:31]1[C:35]3[CH:36]=[CH:37][CH:38]=[CH:39][C:34]=3[N:33]=[C:32]1[CH3:40])[CH2:24]2.C(O[BH-](OC(=O)C)OC(=O)C)(=O)C.[Na+].C([O-])(O)=O.[Na+]. (2) The reactants are [CH3:1][O:2][C:3](=[O:17])[C:4]1[CH:9]=[C:8]([N+:10]([O-:12])=[O:11])[C:7](Cl)=[C:6]([N+:14]([O-:16])=[O:15])[CH:5]=1.[F:18][C:19]1[C:24](C2C([N+]([O-])=O)=CC(C#N)=CC=2[N+]([O-])=O)=[CH:23][C:22]([CH3:39])=[CH:21][N:20]=1. No catalyst specified. The product is [CH3:1][O:2][C:3](=[O:17])[C:4]1[CH:9]=[C:8]([N+:10]([O-:12])=[O:11])[C:7]([C:24]2[C:19]([F:18])=[N:20][CH:21]=[C:22]([CH3:39])[CH:23]=2)=[C:6]([N+:14]([O-:16])=[O:15])[CH:5]=1. The yield is 0.940. (3) The reactants are C[O:2][C:3]1[CH:4]=[C:5]([C:11]2[S:19][C:18]3[C:13](=[N:14][CH:15]=[CH:16][C:17]=3[O:20][C:21]3[CH:26]=[CH:25][C:24]([N+:27]([O-:29])=[O:28])=[CH:23][C:22]=3[F:30])[CH:12]=2)[CH:6]=[CH:7][C:8]=1[O:9]C.B(Br)(Br)Br.CO.[OH-].[Na+]. The catalyst is ClCCl. The product is [F:30][C:22]1[CH:23]=[C:24]([N+:27]([O-:29])=[O:28])[CH:25]=[CH:26][C:21]=1[O:20][C:17]1[CH:16]=[CH:15][N:14]=[C:13]2[CH:12]=[C:11]([C:5]3[CH:4]=[C:3]([OH:2])[C:8]([OH:9])=[CH:7][CH:6]=3)[S:19][C:18]=12. The yield is 0.960. (4) The reactants are [N:1]1([CH2:6][C:7]2[N:12]=[C:11]([C:13]([O:15]C)=[O:14])[CH:10]=[CH:9][CH:8]=2)[CH2:5][CH2:4][CH2:3][CH2:2]1.[OH-].[Na+].Cl. The catalyst is C(O)C.O. The product is [N:1]1([CH2:6][C:7]2[N:12]=[C:11]([C:13]([OH:15])=[O:14])[CH:10]=[CH:9][CH:8]=2)[CH2:5][CH2:4][CH2:3][CH2:2]1. The yield is 0.550. (5) The reactants are Br[C:2]1[CH:7]=[CH:6][C:5]([C:8]([CH:10]2[CH2:16][CH:15]3[N:17]([C:18]4[N:23]=[CH:22][CH:21]=[CH:20][N:19]=4)[CH:12]([CH2:13][CH2:14]3)[CH2:11]2)=[O:9])=[CH:4][CH:3]=1.[F:24][C:25]1[CH:30]=[C:29]([F:31])[CH:28]=[CH:27][C:26]=1B(O)O.ClCCl.[O-]P([O-])([O-])=O.[K+].[K+].[K+]. The catalyst is C(OCC)(=O)C.[OH-].[Na+].C1C=CC(P(C2C=CC=CC=2)[C-]2C=CC=C2)=CC=1.C1C=CC(P(C2C=CC=CC=2)[C-]2C=CC=C2)=CC=1.Cl[Pd]Cl.[Fe+2].O. The product is [F:24][C:25]1[CH:30]=[C:29]([F:31])[CH:28]=[CH:27][C:26]=1[C:2]1[CH:7]=[CH:6][C:5]([C:8]([CH:10]2[CH2:11][CH:12]3[N:17]([C:18]4[N:19]=[CH:20][CH:21]=[CH:22][N:23]=4)[CH:15]([CH2:14][CH2:13]3)[CH2:16]2)=[O:9])=[CH:4][CH:3]=1. The yield is 0.190. (6) The reactants are C(OC([NH:8][C@H:9]([C:36]([O:38][CH3:39])=[O:37])[CH2:10][C:11]1[CH:16]=[CH:15][C:14]([NH:17][C:18](=[O:35])[CH2:19][NH:20][C:21](=[O:34])[CH2:22][CH2:23][CH2:24][CH2:25][CH2:26][N:27]2[C:31](=[O:32])[CH:30]=[CH:29][C:28]2=[O:33])=[CH:13][CH:12]=1)=O)(C)(C)C.C(O)(C(F)(F)F)=O. The catalyst is ClCCl. The product is [O:33]=[C:28]1[CH:29]=[CH:30][C:31](=[O:32])[N:27]1[CH2:26][CH2:25][CH2:24][CH2:23][CH2:22][C:21]([NH:20][CH2:19][C:18]([NH:17][C:14]1[CH:15]=[CH:16][C:11]([CH2:10][C@@H:9]([C:36]([O:38][CH3:39])=[O:37])[NH2:8])=[CH:12][CH:13]=1)=[O:35])=[O:34]. The yield is 0.975. (7) The reactants are [CH3:1]C1CCCO1.[F:7][C:8]1[N:16]=[C:15]2[C:11]([N:12]=[CH:13][NH:14]2)=[C:10]([NH:17][C:18]2[C:19]([O:24][CH3:25])=[N:20][N:21]([CH3:23])[CH:22]=2)[N:9]=1.[O-]P([O-])([O-])=O.[K+].[K+].[K+].S(OC)(OC)(=O)=O. No catalyst specified. The product is [F:7][C:8]1[N:16]=[C:15]2[C:11]([N:12]=[CH:13][N:14]2[CH3:1])=[C:10]([NH:17][C:18]2[C:19]([O:24][CH3:25])=[N:20][N:21]([CH3:23])[CH:22]=2)[N:9]=1. The yield is 0.860. (8) The reactants are [Li]CCCC.[CH3:6][O:7][C:8]1[CH:13]=[CH:12][CH:11]=[C:10]([CH3:14])[N:9]=1.[CH:15](=[O:17])[CH3:16].[NH4+].[Cl-]. The catalyst is C1COCC1.CCOC(C)=O. The product is [CH3:6][O:7][C:8]1[N:9]=[C:10]([CH2:14][CH:15]([OH:17])[CH3:16])[CH:11]=[CH:12][CH:13]=1. The yield is 0.660.